This data is from Full USPTO retrosynthesis dataset with 1.9M reactions from patents (1976-2016). The task is: Predict the reactants needed to synthesize the given product. Given the product [ClH:4].[ClH:5].[Cl:5][C:6]1[CH:31]=[CH:30][C:9]2[N:10]3[C:14]([CH2:15][N:16]([C:1](=[O:3])[CH3:2])[CH2:17][C:8]=2[CH:7]=1)=[N:13][N:12]=[C:11]3[CH:18]1[CH2:19][CH2:20][N:21]([C:24]2[CH:29]=[CH:28][CH:27]=[CH:26][N:25]=2)[CH2:22][CH2:23]1, predict the reactants needed to synthesize it. The reactants are: [C:1]([Cl:4])(=[O:3])[CH3:2].[Cl:5][C:6]1[CH:31]=[CH:30][C:9]2[N:10]3[C:14]([CH2:15][NH:16][CH2:17][C:8]=2[CH:7]=1)=[N:13][N:12]=[C:11]3[CH:18]1[CH2:23][CH2:22][N:21]([C:24]2[CH:29]=[CH:28][CH:27]=[CH:26][N:25]=2)[CH2:20][CH2:19]1.